From a dataset of Full USPTO retrosynthesis dataset with 1.9M reactions from patents (1976-2016). Predict the reactants needed to synthesize the given product. (1) The reactants are: [Li+].[F:2][C:3]([F:23])([F:22])[C:4]1[CH:9]=[CH:8][C:7]([N:10]2[CH2:15][CH2:14][N:13]([CH2:16][CH2:17][CH2:18][C:19]([O-:21])=O)[CH2:12][CH2:11]2)=[CH:6][CH:5]=1.C(N(C(C)C)CC)(C)C.F[P-](F)(F)(F)(F)F.CN(C)C(ON1C2C=CC=CC=2N=N1)=[N+](C)C.Cl.Cl.[N+:59]([C:62]1[CH:63]=[CH:64][C:65]([NH:68][CH:69]2[CH2:74][CH2:73][NH:72][CH2:71][CH2:70]2)=[N:66][CH:67]=1)([O-:61])=[O:60]. Given the product [N+:59]([C:62]1[CH:63]=[CH:64][C:65]([NH:68][CH:69]2[CH2:74][CH2:73][N:72]([C:19](=[O:21])[CH2:18][CH2:17][CH2:16][N:13]3[CH2:12][CH2:11][N:10]([C:7]4[CH:6]=[CH:5][C:4]([C:3]([F:2])([F:22])[F:23])=[CH:9][CH:8]=4)[CH2:15][CH2:14]3)[CH2:71][CH2:70]2)=[N:66][CH:67]=1)([O-:61])=[O:60], predict the reactants needed to synthesize it. (2) Given the product [C:43]1([CH3:50])[CH:44]=[C:45]([CH3:49])[CH:46]=[C:47]([CH3:48])[C:42]=1[NH:41][C:38]([C:36]1[N:37]=[C:32]([C:7]2[C:8]3[C:13](=[CH:12][CH:11]=[CH:10][CH:9]=3)[CH:14]=[CH:15][C:6]=2[CH2:5][NH:4][C:3]2[C:2]([CH3:1])=[CH:28][C:27]([CH3:29])=[CH:26][C:25]=2[CH3:30])[CH:33]=[CH:34][CH:35]=1)([CH3:40])[CH3:39], predict the reactants needed to synthesize it. The reactants are: [CH3:1][C:2]1[CH:28]=[C:27]([CH3:29])[CH:26]=[C:25]([CH3:30])[C:3]=1[NH:4][CH2:5][C:6]1[CH:15]=[CH:14][C:13]2[C:8](=[CH:9][CH:10]=[CH:11][CH:12]=2)[C:7]=1B1OC(C)(C)C(C)(C)O1.Br[C:32]1[N:37]=[C:36]([C:38]([NH:41][C:42]2[C:47]([CH3:48])=[CH:46][C:45]([CH3:49])=[CH:44][C:43]=2[CH3:50])([CH3:40])[CH3:39])[CH:35]=[CH:34][CH:33]=1.C([O-])([O-])=O.[Na+].[Na+].O. (3) Given the product [CH2:1]([NH:3][C:4](=[O:41])[O:5][CH2:6][CH:7]([NH:18][C:19](=[O:40])[CH2:20][N:21]1[C:25](=[O:26])[N:24]([CH2:27][CH2:28][C:29]([F:32])([F:31])[F:30])[C:23]([C:33]2[CH:34]=[CH:35][C:36]([Cl:39])=[CH:37][CH:38]=2)=[N:22]1)[C:8]1[CH:13]=[CH:12][CH:11]=[CH:10][C:9]=1[C:14]([F:17])([F:16])[F:15])[CH3:2], predict the reactants needed to synthesize it. The reactants are: [CH2:1]([NH:3][C:4](=[O:41])[O:5][CH2:6][CH:7]([NH:18][C:19](=[O:40])[CH2:20][N:21]1[C:25](=[O:26])[N:24](/[CH:27]=[CH:28]/[C:29]([F:32])([F:31])[F:30])[C:23]([C:33]2[CH:38]=[CH:37][C:36]([Cl:39])=[CH:35][CH:34]=2)=[N:22]1)[C:8]1[CH:13]=[CH:12][CH:11]=[CH:10][C:9]=1[C:14]([F:17])([F:16])[F:15])[CH3:2]. (4) Given the product [Cl:36][C:31]1[CH:32]=[CH:33][CH:34]=[CH:35][C:30]=1[S:27]([N:16]([CH2:17][CH2:18][CH2:19][C:20]1[CH:25]=[CH:24][CH:23]=[C:22]([Cl:26])[CH:21]=1)[CH2:15][CH2:14][CH2:13][C:10]1[S:9][C:8]([C:6]([OH:7])=[O:5])=[CH:12][CH:11]=1)(=[O:28])=[O:29], predict the reactants needed to synthesize it. The reactants are: C([O:5][C:6]([C:8]1[S:9][C:10]([CH2:13][CH2:14][CH2:15][N:16]([S:27]([C:30]2[CH:35]=[CH:34][CH:33]=[CH:32][C:31]=2[Cl:36])(=[O:29])=[O:28])[CH2:17][CH2:18][CH2:19][C:20]2[CH:25]=[CH:24][CH:23]=[C:22]([Cl:26])[CH:21]=2)=[CH:11][CH:12]=1)=[O:7])(C)(C)C. (5) The reactants are: [Cl:1][C:2]1[CH:7]=[C:6]([Cl:8])[N:5]=[CH:4][C:3]=1[CH2:9][OH:10].CN(C)C=O.N1C=CN=C1.[C:21]([Si:25](Cl)([CH3:27])[CH3:26])([CH3:24])([CH3:23])[CH3:22]. Given the product [Si:25]([O:10][CH2:9][C:3]1[C:2]([Cl:1])=[CH:7][C:6]([Cl:8])=[N:5][CH:4]=1)([C:21]([CH3:24])([CH3:23])[CH3:22])([CH3:27])[CH3:26], predict the reactants needed to synthesize it. (6) Given the product [NH2:1][C:4]1[CH:5]=[C:6]([C:10]2[CH:20]=[CH:19][C:13]([C:14]([O:16][CH2:17][CH3:18])=[O:15])=[CH:12][CH:11]=2)[CH:7]=[CH:8][CH:9]=1, predict the reactants needed to synthesize it. The reactants are: [N+:1]([C:4]1[CH:5]=[C:6]([C:10]2[CH:20]=[CH:19][C:13]([C:14]([O:16][CH2:17][CH3:18])=[O:15])=[CH:12][CH:11]=2)[CH:7]=[CH:8][CH:9]=1)([O-])=O. (7) Given the product [C:21]([O:25][C:26](=[O:31])[NH:27][CH2:28][C:29]#[C:30][C:17]1[CH:16]=[N:15][C:14]([NH2:20])=[C:13]([O:12][CH:10]([C:3]2[C:4]([Cl:9])=[CH:5][CH:6]=[C:7]([F:8])[C:2]=2[Cl:1])[CH3:11])[CH:18]=1)([CH3:24])([CH3:23])[CH3:22], predict the reactants needed to synthesize it. The reactants are: [Cl:1][C:2]1[C:7]([F:8])=[CH:6][CH:5]=[C:4]([Cl:9])[C:3]=1[CH:10]([O:12][C:13]1[C:14]([NH2:20])=[N:15][CH:16]=[C:17](I)[CH:18]=1)[CH3:11].[C:21]([O:25][C:26](=[O:31])[NH:27][CH2:28][C:29]#[CH:30])([CH3:24])([CH3:23])[CH3:22]. (8) The reactants are: O.O.[Sn](Cl)(Cl)(Cl)Cl.Cl.[CH3:9][C:10]1[CH:11]=[C:12]([CH:30]=[CH:31][C:32]=1[N+:33]([O-])=O)[CH2:13][N:14]1[C:18]([C:19]([F:22])([F:21])[F:20])=[N:17][C:16]([C:23]([F:29])([F:28])[C:24]([F:27])([F:26])[F:25])=[N:15]1.[OH-].[Na+]. Given the product [CH3:9][C:10]1[CH:11]=[C:12]([CH2:13][N:14]2[C:18]([C:19]([F:20])([F:21])[F:22])=[N:17][C:16]([C:23]([F:29])([F:28])[C:24]([F:25])([F:26])[F:27])=[N:15]2)[CH:30]=[CH:31][C:32]=1[NH2:33], predict the reactants needed to synthesize it.